Dataset: Catalyst prediction with 721,799 reactions and 888 catalyst types from USPTO. Task: Predict which catalyst facilitates the given reaction. Reactant: [CH3:1][C:2]([CH3:25])([CH3:24])[CH2:3][N:4]1[C:12]2[C:7](=[N:8][C:9]([CH:13]3[CH:15]([CH3:16])[CH:14]3[C:17](OCC)=[O:18])=[CH:10][CH:11]=2)[N:6]([CH3:22])[C:5]1=[O:23].CC(C[AlH]CC(C)C)C. Product: [CH3:24][C:2]([CH3:1])([CH3:25])[CH2:3][N:4]1[C:12]2[C:7](=[N:8][C:9]([CH:13]3[CH:15]([CH3:16])[CH:14]3[CH2:17][OH:18])=[CH:10][CH:11]=2)[N:6]([CH3:22])[C:5]1=[O:23]. The catalyst class is: 1.